This data is from Full USPTO retrosynthesis dataset with 1.9M reactions from patents (1976-2016). The task is: Predict the reactants needed to synthesize the given product. (1) Given the product [NH2:15][CH:6]1[CH2:7][CH2:2][CH2:3][CH2:4][N:5]1[C:8]([O:10][CH2:11][CH3:12])=[O:9], predict the reactants needed to synthesize it. The reactants are: N[CH:2]1[CH2:7][CH2:6][N:5]([C:8]([O:10][CH2:11][CH3:12])=[O:9])[CH2:4][CH2:3]1.C([N:15](CC)CC)C.C(S(Cl)=O)(C)(C)C. (2) Given the product [CH3:31][N:26]1[C:25]([C:23](=[O:24])[NH:22][CH3:21])=[C:29]([NH:30][C:11]([C:9]2[C:8]([NH:14][C:15]3[CH:16]=[N:17][CH:18]=[N:19][CH:20]=3)=[CH:7][N:6]=[C:5]([CH2:1][CH:2]([CH3:3])[CH3:4])[N:10]=2)=[O:13])[CH:28]=[N:27]1, predict the reactants needed to synthesize it. The reactants are: [CH2:1]([C:5]1[N:10]=[C:9]([C:11]([OH:13])=O)[C:8]([NH:14][C:15]2[CH:16]=[N:17][CH:18]=[N:19][CH:20]=2)=[CH:7][N:6]=1)[CH:2]([CH3:4])[CH3:3].[CH3:21][NH:22][C:23]([C:25]1[N:26]([CH3:31])[N:27]=[CH:28][C:29]=1[NH2:30])=[O:24].